From a dataset of Reaction yield outcomes from USPTO patents with 853,638 reactions. Predict the reaction yield, written as a fraction of the theoretical maximum amount of product (1.0 means a 100% yield; for example, 0.34 means a 34% yield). (1) The reactants are Cl[C:2]1[C:11]2[C:6](=[CH:7][C:8]([O:14][CH2:15][CH:16]3[CH2:21][CH2:20][N:19]([CH3:22])[CH2:18][CH2:17]3)=[C:9]([O:12][CH3:13])[CH:10]=2)[N:5]=[CH:4][N:3]=1.[OH:23][C:24]1[CH:25]=[CH:26][C:27]2[O:32][CH2:31][C:30](=[O:33])[NH:29][C:28]=2[CH:34]=1. The product is [CH3:13][O:12][C:9]1[CH:10]=[C:11]2[C:6](=[CH:7][C:8]=1[O:14][CH2:15][CH:16]1[CH2:21][CH2:20][N:19]([CH3:22])[CH2:18][CH2:17]1)[N:5]=[CH:4][N:3]=[C:2]2[O:23][C:24]1[CH:25]=[CH:26][C:27]2[O:32][CH2:31][C:30](=[O:33])[NH:29][C:28]=2[CH:34]=1. No catalyst specified. The yield is 0.880. (2) The reactants are [NH2:1][C:2]1[CH:10]=[CH:9][C:5]([C:6](O)=[O:7])=[CH:4][C:3]=1[O:11][CH3:12].C(=O)(O)[O-].[Na+].[CH3:18][N:19](C(ON1N=NC2C=CC=NC1=2)=[N+](C)C)C.F[P-](F)(F)(F)(F)F.Cl.CN. No catalyst specified. The product is [NH2:1][C:2]1[CH:10]=[CH:9][C:5]([C:6]([NH:19][CH3:18])=[O:7])=[CH:4][C:3]=1[O:11][CH3:12]. The yield is 0.630. (3) The reactants are [Cl:1][C:2]1[N:3]=[C:4]([NH:9][CH2:10][C:11]2[CH:16]=[CH:15][N:14]=[CH:13][CH:12]=2)[S:5][C:6]=1[CH:7]=[O:8].[C:17]([O:21][C:22](O[C:22]([O:21][C:17]([CH3:20])([CH3:19])[CH3:18])=[O:23])=[O:23])([CH3:20])([CH3:19])[CH3:18].C(N(CC)CC)C. The catalyst is ClCCl. The product is [C:17]([O:21][C:22](=[O:23])[N:9]([C:4]1[S:5][C:6]([CH:7]=[O:8])=[C:2]([Cl:1])[N:3]=1)[CH2:10][C:11]1[CH:16]=[CH:15][N:14]=[CH:13][CH:12]=1)([CH3:20])([CH3:19])[CH3:18]. The yield is 0.150. (4) The reactants are [N+:1](/[CH:4]=[CH:5]/[C:6]1[CH:19]=[CH:18][C:9]([O:10][CH2:11][C:12]2[CH:17]=[CH:16][CH:15]=[CH:14][N:13]=2)=[CH:8][CH:7]=1)([O-:3])=[O:2].CS(C)=O.[BH4-].[Na+]. The catalyst is C(O)(=O)C. The product is [N+:1]([CH2:4][CH2:5][C:6]1[CH:19]=[CH:18][C:9]([O:10][CH2:11][C:12]2[CH:17]=[CH:16][CH:15]=[CH:14][N:13]=2)=[CH:8][CH:7]=1)([O-:3])=[O:2]. The yield is 0.200. (5) The reactants are [C:1]1(=[N:7][OH:8])[CH2:6][CH2:5][CH2:4][CH2:3][CH2:2]1.[F:9][C:10]([F:15])([F:14])[C:11]([OH:13])=[O:12].O. The catalyst is C(Cl)Cl. The product is [N:7]([C:1]1([O:13][C:11](=[O:12])[C:10]([F:15])([F:14])[F:9])[CH2:6][CH2:5][CH2:4][CH2:3][CH2:2]1)=[O:8]. The yield is 0.300. (6) The reactants are C([Li])CCC.[Br:6][C:7]1[CH:8]=[C:9]([CH:13]=[CH:14][CH:15]=1)[C:10]([OH:12])=[O:11].CN([CH:19]=[O:20])C.O. The catalyst is C1COCC1. The product is [Br:6][C:7]1[CH:15]=[CH:14][CH:13]=[C:9]2[C:8]=1[CH:19]([OH:20])[O:11][C:10]2=[O:12]. The yield is 0.410.